From a dataset of Peptide-MHC class II binding affinity with 134,281 pairs from IEDB. Regression. Given a peptide amino acid sequence and an MHC pseudo amino acid sequence, predict their binding affinity value. This is MHC class II binding data. (1) The peptide sequence is RADITTVSTFIDLNI. The MHC is DRB1_0101 with pseudo-sequence DRB1_0101. The binding affinity (normalized) is 0.207. (2) The peptide sequence is SLKLYRDSLGEAVMR. The MHC is DRB1_1501 with pseudo-sequence DRB1_1501. The binding affinity (normalized) is 0.728. (3) The peptide sequence is STVLGFAALAAAAAF. The MHC is HLA-DQA10301-DQB10302 with pseudo-sequence HLA-DQA10301-DQB10302. The binding affinity (normalized) is 0.412.